From a dataset of Antibody developability classification from SAbDab with 2,409 antibodies. Regression/Classification. Given an antibody's heavy chain and light chain sequences, predict its developability. TAP uses regression for 5 developability metrics; SAbDab uses binary classification. The antibody is ['QVQLRQSGPELVKPGASVRISCKASGYTFTSYYIHWVKQRPGQGLEWIGWIYPGNVNTKYNEKFKGKATLTADKSSSTAYMQLSSLTSEDSAVYFCARDDYDGAWFAYWGQGTLVTVSA', 'DVLMTQTPLSLPVSLGDQASISCRSSQSIVHNNGNTYLDWSLQKPGQSPKLLIYKVSNRFSGVPDRFSGSGSGTDFTLKISRVEAEDLGVYYCFQGSHVPPTFGGGTKLEIK']. Result: 0 (not developable).